From a dataset of TCR-epitope binding with 47,182 pairs between 192 epitopes and 23,139 TCRs. Binary Classification. Given a T-cell receptor sequence (or CDR3 region) and an epitope sequence, predict whether binding occurs between them. (1) The epitope is VVYRGTTTY. The TCR CDR3 sequence is CASSLNREQFF. Result: 1 (the TCR binds to the epitope). (2) The epitope is CTELKLSDY. The TCR CDR3 sequence is CASSFKTGYEQYF. Result: 0 (the TCR does not bind to the epitope). (3) The epitope is KLSYGIATV. The TCR CDR3 sequence is CSVPGTGGYEQYF. Result: 1 (the TCR binds to the epitope). (4) The epitope is YSEHPTFTSQY. The TCR CDR3 sequence is CASSETNRVEMEAFF. Result: 0 (the TCR does not bind to the epitope). (5) The epitope is ELAGIGILTV. The TCR CDR3 sequence is CASTLGGGQPQHF. Result: 1 (the TCR binds to the epitope). (6) The epitope is FSKQLQQSM. The TCR CDR3 sequence is CASSLYSIGSGNTIYF. Result: 0 (the TCR does not bind to the epitope). (7) The epitope is RLRAEAQVK. The TCR CDR3 sequence is CSVDPRFLDRGQGDLTNTGELFF. Result: 0 (the TCR does not bind to the epitope). (8) The epitope is YFPLQSYGF. The TCR CDR3 sequence is CASSPSAKGGNQPQHF. Result: 0 (the TCR does not bind to the epitope). (9) The epitope is ATVVIGTSK. The TCR CDR3 sequence is CASSPLGGHHSGANVLTF. Result: 0 (the TCR does not bind to the epitope). (10) Result: 0 (the TCR does not bind to the epitope). The epitope is KLNVGDYFV. The TCR CDR3 sequence is CASSLVGGGREYTGELFF.